Dataset: Peptide-MHC class I binding affinity with 185,985 pairs from IEDB/IMGT. Task: Regression. Given a peptide amino acid sequence and an MHC pseudo amino acid sequence, predict their binding affinity value. This is MHC class I binding data. The peptide sequence is YVFPVIFSR. The MHC is HLA-A11:01 with pseudo-sequence HLA-A11:01. The binding affinity (normalized) is 0.746.